The task is: Predict the product of the given reaction.. This data is from Forward reaction prediction with 1.9M reactions from USPTO patents (1976-2016). Given the reactants C(OC(=O)[NH:10][CH2:11][C:12]1[O:13][C:14]([C:17]2[CH:22]=[CH:21][CH:20]=[C:19]([NH:23][C:24]([N:26]3[C@@H:32]4[CH2:33][N:29]([CH2:30][CH2:31]4)[C:28]4[CH:34]=[CH:35][C:36]([C:38]5[CH:43]=[CH:42][CH:41]=[C:40]([C:44]([F:47])([F:46])[F:45])[CH:39]=5)=[N:37][C:27]3=4)=[O:25])[CH:18]=2)=[CH:15][N:16]=1)C1C=CC=CC=1, predict the reaction product. The product is: [NH2:10][CH2:11][C:12]1[O:13][C:14]([C:17]2[CH:18]=[C:19]([NH:23][C:24]([N:26]3[C@@H:32]4[CH2:33][N:29]([CH2:30][CH2:31]4)[C:28]4[CH:34]=[CH:35][C:36]([C:38]5[CH:43]=[CH:42][CH:41]=[C:40]([C:44]([F:47])([F:46])[F:45])[CH:39]=5)=[N:37][C:27]3=4)=[O:25])[CH:20]=[CH:21][CH:22]=2)=[CH:15][N:16]=1.